Dataset: Reaction yield outcomes from USPTO patents with 853,638 reactions. Task: Predict the reaction yield, written as a fraction of the theoretical maximum amount of product (1.0 means a 100% yield; for example, 0.34 means a 34% yield). (1) The yield is 0.940. The reactants are [OH-].[Li+].[F:3][C:4]1[CH:9]=[CH:8][C:7]([C:10]([NH:12][C:13]2([C:20]([O:22]C)=[O:21])[CH2:19][CH2:18][CH2:17][CH2:16][CH2:15][CH2:14]2)=[O:11])=[C:6]([NH:24][C:25]([NH:27][C:28]2[C:33]([CH3:34])=[CH:32][C:31]([CH3:35])=[CH:30][C:29]=2[CH3:36])=[O:26])[CH:5]=1.CO.O. The product is [F:3][C:4]1[CH:9]=[CH:8][C:7]([C:10]([NH:12][C:13]2([C:20]([OH:22])=[O:21])[CH2:19][CH2:18][CH2:17][CH2:16][CH2:15][CH2:14]2)=[O:11])=[C:6]([NH:24][C:25]([NH:27][C:28]2[C:29]([CH3:36])=[CH:30][C:31]([CH3:35])=[CH:32][C:33]=2[CH3:34])=[O:26])[CH:5]=1. The catalyst is C1COCC1. (2) The yield is 0.880. The catalyst is CC(C)CO. The reactants are [NH2:1][C:2]1([C:7]([OH:9])=[O:8])[CH2:6][CH2:5][O:4][CH2:3]1.S(Cl)([Cl:12])=O. The product is [ClH:12].[CH2:3]([O:8][C:7]([C:2]1([NH2:1])[CH2:6][CH2:5][O:4][CH2:3]1)=[O:9])[CH:2]([CH3:7])[CH3:6]. (3) The reactants are [CH3:1][N:2]1[C:7](=[O:8])[C:6]2[C:9]([NH:12][C:13]3[CH:18]=[CH:17][CH:16]=[CH:15][CH:14]=3)=[N:10][NH:11][C:5]=2[NH:4][C:3]1=O.O=P(Cl)(Cl)[Cl:22]. No catalyst specified. The product is [Cl:22][C:3]1[N:2]([CH3:1])[C:7](=[O:8])[C:6]2[C:9]([NH:12][C:13]3[CH:18]=[CH:17][CH:16]=[CH:15][CH:14]=3)=[N:10][NH:11][C:5]=2[N:4]=1. The yield is 0.470. (4) The reactants are [F:1][C:2]([F:23])([F:22])[C:3]1[CH:8]=[CH:7][C:6]([C:9]2[N:14]=[C:13]([C:15]3[CH:20]=[CH:19][C:18]([NH2:21])=[CH:17][CH:16]=3)[CH:12]=[CH:11][N:10]=2)=[CH:5][CH:4]=1.C[Si](C)(C)[N-][Si](C)(C)C.[K+].[CH3:34][O:35][CH:36]1[CH:41]([O:42][CH3:43])[CH:40]([O:44][CH3:45])[CH:39]([CH3:46])[O:38][CH:37]1[O:47][C:48](=O)[O:49]C1C=CC([N+]([O-])=O)=CC=1.C(=O)(O)[O-].[Na+]. The catalyst is C1(C)C=CC=CC=1. The product is [CH3:34][O:35][C@@H:36]1[C@H:41]([O:42][CH3:43])[C@@H:40]([O:44][CH3:45])[C@H:39]([CH3:46])[O:38][C@H:37]1[O:47][C:48](=[O:49])[NH:21][C:18]1[CH:19]=[CH:20][C:15]([C:13]2[CH:12]=[CH:11][N:10]=[C:9]([C:6]3[CH:5]=[CH:4][C:3]([C:2]([F:1])([F:22])[F:23])=[CH:8][CH:7]=3)[N:14]=2)=[CH:16][CH:17]=1. The yield is 0.290. (5) The reactants are FC(F)(F)[C:3]1[CH:10]=[CH:9][C:6](CBr)=[CH:5][CH:4]=1.Cl.BrCC1C=[N:18]C=CC=1.[CH3:22][C:23]1[N:24]=[C:25]([N:33]2[CH2:37][CH2:36][NH:35][C:34]2=[O:38])[S:26][C:27]=1[C:28]([O:30][CH2:31][CH3:32])=[O:29]. No catalyst specified. The product is [CH3:22][C:23]1[N:24]=[C:25]([N:33]2[CH2:37][CH2:36][N:35]([CH2:3][C:10]3[CH:9]=[CH:6][CH:5]=[CH:4][N:18]=3)[C:34]2=[O:38])[S:26][C:27]=1[C:28]([O:30][CH2:31][CH3:32])=[O:29]. The yield is 0.680. (6) The reactants are C[O:2][C:3]1[CH:16]=[CH:15][C:14]2[C:13]3[CH:12]=[CH:11][CH:10]=[CH:9][C:8]=3[N:7]3[CH:17]=[CH:18][N:19]=[C:6]3[C:5]=2[CH:4]=1.B(Br)(Br)Br.[Cl-].[NH4+]. The catalyst is C(Cl)Cl. The product is [N:19]1[CH:18]=[CH:17][N:7]2[C:6]=1[C:5]1[CH:4]=[C:3]([OH:2])[CH:16]=[CH:15][C:14]=1[C:13]1[CH:12]=[CH:11][CH:10]=[CH:9][C:8]2=1. The yield is 0.820.